Dataset: Catalyst prediction with 721,799 reactions and 888 catalyst types from USPTO. Task: Predict which catalyst facilitates the given reaction. (1) Reactant: [OH:1][C:2]1[C:6]([C:7]([O:9][CH2:10][CH3:11])=[O:8])=[CH:5][NH:4][N:3]=1.C(N(CC)CC)C.[CH3:19][C:20]([O:23][C:24](O[C:24]([O:23][C:20]([CH3:22])([CH3:21])[CH3:19])=[O:25])=[O:25])([CH3:22])[CH3:21]. Product: [OH:1][C:2]1[C:6]([C:7]([O:9][CH2:10][CH3:11])=[O:8])=[CH:5][N:4]([C:24]([O:23][C:20]([CH3:22])([CH3:21])[CH3:19])=[O:25])[N:3]=1. The catalyst class is: 4. (2) Reactant: [OH:1][CH:2]1[CH2:25][N:24]([CH2:26][CH2:27][CH2:28][CH2:29][CH2:30][CH2:31][C:32]([O:34]CC)=[O:33])[C:5]2=[N:6][C:7]([C:17]3[CH:22]=[CH:21][C:20]([CH3:23])=[CH:19][CH:18]=3)=[C:8]([C:10]3[CH:15]=[CH:14][C:13]([CH3:16])=[CH:12][CH:11]=3)[N:9]=[C:4]2[CH2:3]1.[OH-].[Na+].Cl. Product: [OH:1][CH:2]1[CH2:25][N:24]([CH2:26][CH2:27][CH2:28][CH2:29][CH2:30][CH2:31][C:32]([OH:34])=[O:33])[C:5]2=[N:6][C:7]([C:17]3[CH:22]=[CH:21][C:20]([CH3:23])=[CH:19][CH:18]=3)=[C:8]([C:10]3[CH:11]=[CH:12][C:13]([CH3:16])=[CH:14][CH:15]=3)[N:9]=[C:4]2[CH2:3]1. The catalyst class is: 8. (3) Reactant: [Cl:1][C:2]1[CH:3]=[N:4][CH:5]=[C:6]([Cl:29])[C:7]=1[NH:8][C:9]([C:11]1[C:19]2[C:18]3[CH:20]=[CH:21][CH:22]=[CH:23][C:17]=3[O:16][C:15]=2[C:14]([O:24][CH2:25][CH:26]2[CH2:28][CH2:27]2)=[CH:13][CH:12]=1)=[O:10].ClC1C=CC=C(C(OO)=[O:38])C=1. Product: [Cl:29][C:6]1[CH:5]=[N:4][CH:3]=[C:2]([Cl:1])[C:7]=1[NH+:8]([O-:38])[C:9]([C:11]1[C:19]2[C:18]3[CH:20]=[CH:21][CH:22]=[CH:23][C:17]=3[O:16][C:15]=2[C:14]([O:24][CH2:25][CH:26]2[CH2:27][CH2:28]2)=[CH:13][CH:12]=1)=[O:10]. The catalyst class is: 22. (4) Reactant: [CH3:1][C:2]1[CH:10]=[C:9]([CH3:11])[C:8]2[N:7]([S:12]([C:15]3[CH:21]=[CH:20][C:18]([CH3:19])=[CH:17][CH:16]=3)(=[O:14])=[O:13])[CH:6]=[CH:5][C:4]=2[C:3]=1[CH:22]=O.[C:24](Br)(Br)([Br:26])[Br:25].C1C=CC(P(C2C=CC=CC=2)C2C=CC=CC=2)=CC=1. Product: [Br:25][C:24]([Br:26])=[CH:22][C:3]1[C:2]([CH3:1])=[CH:10][C:9]([CH3:11])=[C:8]2[C:4]=1[CH:5]=[CH:6][N:7]2[S:12]([C:15]1[CH:21]=[CH:20][C:18]([CH3:19])=[CH:17][CH:16]=1)(=[O:14])=[O:13]. The catalyst class is: 2.